From a dataset of Catalyst prediction with 721,799 reactions and 888 catalyst types from USPTO. Predict which catalyst facilitates the given reaction. Reactant: [C:1]([C:3]1[CH:4]=[C:5](/[CH:9]=[CH:10]/[C:11]([O:13][C:14]([CH3:17])([CH3:16])[CH3:15])=[O:12])[CH:6]=[CH:7][CH:8]=1)#[N:2].[H][H]. Product: [C:1]([C:3]1[CH:4]=[C:5]([CH2:9][CH2:10][C:11]([O:13][C:14]([CH3:17])([CH3:16])[CH3:15])=[O:12])[CH:6]=[CH:7][CH:8]=1)#[N:2]. The catalyst class is: 29.